Dataset: Full USPTO retrosynthesis dataset with 1.9M reactions from patents (1976-2016). Task: Predict the reactants needed to synthesize the given product. (1) Given the product [ClH:22].[C:1]([C:5]1[CH:10]=[CH:9][C:8]([C:11]2[N:12]([C:30]([N:46]3[CH2:47][CH2:48][N:43]([CH2:42][CH2:41][CH2:40][S:37]([CH3:36])(=[O:38])=[O:39])[CH2:44][CH2:45]3)=[O:31])[C@H:13]([C:23]3[CH:24]=[CH:25][C:26]([Cl:29])=[CH:27][CH:28]=3)[C@H:14]([C:16]3[CH:17]=[CH:18][C:19]([Cl:22])=[CH:20][CH:21]=3)[N:15]=2)=[C:7]([O:33][CH2:34][CH3:35])[CH:6]=1)([CH3:4])([CH3:2])[CH3:3], predict the reactants needed to synthesize it. The reactants are: [C:1]([C:5]1[CH:10]=[CH:9][C:8]([C:11]2[N:12]([C:30](Cl)=[O:31])[C@H:13]([C:23]3[CH:28]=[CH:27][C:26]([Cl:29])=[CH:25][CH:24]=3)[C@H:14]([C:16]3[CH:21]=[CH:20][C:19]([Cl:22])=[CH:18][CH:17]=3)[N:15]=2)=[C:7]([O:33][CH2:34][CH3:35])[CH:6]=1)([CH3:4])([CH3:3])[CH3:2].[CH3:36][S:37]([CH2:40][CH2:41][CH2:42][N:43]1[CH2:48][CH2:47][NH:46][CH2:45][CH2:44]1)(=[O:39])=[O:38]. (2) Given the product [Cl:1][C:2]1[CH:11]=[C:10]([C:12]#[N:13])[CH:9]=[C:8]([F:14])[C:3]=1[C:4]([OH:6])=[O:5], predict the reactants needed to synthesize it. The reactants are: [Cl:1][C:2]1[CH:11]=[C:10]([C:12]#[N:13])[CH:9]=[C:8]([F:14])[C:3]=1[C:4]([O:6]C)=[O:5].[I-].[Li+].